Task: Predict the reaction yield, written as a fraction of the theoretical maximum amount of product (1.0 means a 100% yield; for example, 0.34 means a 34% yield).. Dataset: Reaction yield outcomes from USPTO patents with 853,638 reactions (1) The reactants are [C:1]([O:7][CH2:8][N:9]1[C:13]2[N:14]=[CH:15][N:16]=[C:17]([C:18]3[CH:19]=[N:20][N:21]([CH:23]([CH:27]4[CH2:31][CH2:30][CH2:29][CH2:28]4)[CH2:24][C:25]#[N:26])[CH:22]=3)[C:12]=2[CH:11]=[CH:10]1)(=[O:6])[C:2]([CH3:5])([CH3:4])[CH3:3].C[Si](CCOCCl)(C)C.ClC1C2C=CNC=2N=CN=1. The catalyst is C(O)C. The product is [C:1]([O:7][CH2:8][N:9]1[C:13]2[N:14]=[CH:15][N:16]=[C:17]([C:18]3[CH:19]=[N:20][N:21]([C@@H:23]([CH:27]4[CH2:31][CH2:30][CH2:29][CH2:28]4)[CH2:24][C:25]#[N:26])[CH:22]=3)[C:12]=2[CH:11]=[CH:10]1)(=[O:6])[C:2]([CH3:4])([CH3:5])[CH3:3].[C:1]([O:7][CH2:8][N:9]1[C:13]2[N:14]=[CH:15][N:16]=[C:17]([C:18]3[CH:19]=[N:20][N:21]([C@H:23]([CH:27]4[CH2:31][CH2:30][CH2:29][CH2:28]4)[CH2:24][C:25]#[N:26])[CH:22]=3)[C:12]=2[CH:11]=[CH:10]1)(=[O:6])[C:2]([CH3:4])([CH3:5])[CH3:3]. The yield is 0.908. (2) The product is [O:16]=[C:7]1[C:8]2[C:9](=[CH:12][CH:13]=[CH:14][CH:15]=2)[C:10](=[O:11])[N:6]1[CH2:5][CH:4]=[O:3]. The yield is 0.864. The catalyst is Cl. The reactants are C([O:3][CH:4](OCC)[CH2:5][N:6]1[C:10](=[O:11])[C:9]2=[CH:12][CH:13]=[CH:14][CH:15]=[C:8]2[C:7]1=[O:16])C. (3) The reactants are [C:1]([NH:8][CH2:9][CH2:10][CH2:11][C:12]([OH:14])=O)([O:3][C:4]([CH3:7])([CH3:6])[CH3:5])=[O:2].CCN=C=NCCCN(C)C.C1C=CC2N(O)N=NC=2C=1.[NH2:36][C:37]1[CH:38]=[CH:39][C:40]([O:54][CH2:55][CH2:56][CH3:57])=[C:41]([C:43]2[NH:48][C:47](=[O:49])[C:46]([CH2:50][CH3:51])=[C:45]([CH2:52][CH3:53])[N:44]=2)[CH:42]=1. The catalyst is ClCCl. The product is [CH2:52]([C:45]1[N:44]=[C:43]([C:41]2[CH:42]=[C:37]([NH:36][C:12]([CH2:11][CH2:10][CH2:9][NH:8][C:1]([O:3][C:4]([CH3:5])([CH3:6])[CH3:7])=[O:2])=[O:14])[CH:38]=[CH:39][C:40]=2[O:54][CH2:55][CH2:56][CH3:57])[NH:48][C:47](=[O:49])[C:46]=1[CH2:50][CH3:51])[CH3:53]. The yield is 0.410. (4) The reactants are [CH3:1][S:2](Cl)(=[O:4])=[O:3].CCN(CC)CC.[CH:13]([N:26]1[C:34]2[C:29](=[CH:30][C:31]([Cl:35])=[CH:32][CH:33]=2)[C:28]([CH2:36][CH2:37][S:38]([C:41]2[CH:46]=[CH:45][C:44]([CH2:47][CH2:48][C:49]([O:51][CH2:52][CH3:53])=[O:50])=[CH:43][CH:42]=2)(=[O:40])=[O:39])=[C:27]1[CH2:54][CH2:55][OH:56])([C:20]1[CH:25]=[CH:24][CH:23]=[CH:22][CH:21]=1)[C:14]1[CH:19]=[CH:18][CH:17]=[CH:16][CH:15]=1.O. The catalyst is C(Cl)Cl. The product is [CH:13]([N:26]1[C:34]2[C:29](=[CH:30][C:31]([Cl:35])=[CH:32][CH:33]=2)[C:28]([CH2:36][CH2:37][S:38]([C:41]2[CH:42]=[CH:43][C:44]([CH2:47][CH2:48][C:49]([O:51][CH2:52][CH3:53])=[O:50])=[CH:45][CH:46]=2)(=[O:39])=[O:40])=[C:27]1[CH2:54][CH2:55][O:56][S:2]([CH3:1])(=[O:4])=[O:3])([C:14]1[CH:15]=[CH:16][CH:17]=[CH:18][CH:19]=1)[C:20]1[CH:21]=[CH:22][CH:23]=[CH:24][CH:25]=1. The yield is 0.980.